This data is from Experimentally validated miRNA-target interactions with 360,000+ pairs, plus equal number of negative samples. The task is: Binary Classification. Given a miRNA mature sequence and a target amino acid sequence, predict their likelihood of interaction. (1) The miRNA is hsa-miR-302c-3p with sequence UAAGUGCUUCCAUGUUUCAGUGG. The protein sequence of the target gene is MSPPGKVPRKENLGLQCEWGSCSFVCSAMEEFFDHVTQHLQQHMHGSKEEEEEDPLEEEFSCLWQECGFCSLDSSADLIRHVYFHCYHTKLKQWGLQALQSQADLSPCILDFQSRNVIPDTPDHFLCLWEHCESVFDNPEWFYRHVDAHSLCCEYQAVSKDNHVVQCGWKGCTCTFKDRCKLREHLRSHTQEKVVACPTCGGMFANNTKFLDHIRRQTSLDQQRFQCSHCSKRFATERLLRDHMRNHVNHYKCPLCDMTCPLPSSLRNHMRFRHSEDRPYKCDCCDYSCKNLIDLRKHLD.... Result: 0 (no interaction). (2) The miRNA is hsa-miR-490-5p with sequence CCAUGGAUCUCCAGGUGGGU. The protein sequence of the target gene is MAESWSGQALQALPATVLGALGSEFLREWEAQDMRVTLFKLLLLWLVLSLLGIQLAWGFYGNTVTGLYHRPGLGGQNGSTPDGSTHFPSWEMAANEPLKTHRE. Result: 0 (no interaction). (3) The miRNA is hsa-miR-6504-3p with sequence CAUUACAGCACAGCCAUUCU. The protein sequence of the target gene is MFSVRIVTADYYMASPLPGLDTCQSPLTQLPVKKVPVVRVFGATPAGQKTCLHLHGIFPYLYVPYDGYGQQPESYLSQMAFSIDRALNVALGNPSSTAQHVFKVSLVSGMPFYGYHEKERHFMKIYLYNPAMVKRICELLQSGAIMNKCYQPHEAHIPYLLQLFIDYNLYGMNLINLAAVKFRKARRKGNASHATGLFKHQLSGNSPAGTLFRWEEDEIPSSLLLEGVEPLSTCELEVDAVAADILNRLDIEAQIGGNPGLQAIWEDEKQRRRNRNESSQISQPESQDCRFVPATESEKQ.... Result: 0 (no interaction). (4) The miRNA is hsa-let-7f-5p with sequence UGAGGUAGUAGAUUGUAUAGUU. The protein sequence of the target gene is MSSESSKKRKPKVIRSDGAPAEGKRNRSDTEQEGKYYSEEAEVDLRDPGRDYELYKYTCQELQRLMAEIQDLKSRGGKDVAIEIEERRIQSCVHFMTLKKLNRLAHIRLKKGRDQTHEAKQKVDAYHLQLQNLLYEVMHLQKEITKCLEFKSKHEEIDLVSLEEFYKEAPPDISKAEVTMGDPHQQTLARLDWELEQRKRLAEKYRECLSNKEKILKEIEVKKEYLSSLQPRLNSIMQASLPVQEYLFMPFDQAHKQYETARHLPPPLYVLFVQATAYGQACDKTLSVAIEGSVDEAKAL.... Result: 1 (interaction). (5) Result: 0 (no interaction). The protein sequence of the target gene is MPFLGQDWRSPGWSWIKTEDGWKRCESCSQKLERENNRCNISHSIILNSEDGEIFNNEEHEYASKKRKKDHFRNDTNTQSFYREKWIYVHKESTKERHGYCTLGEAFNRLDFSSAIQDIRRFNYVVKLLQLIAKSQLTSLSGVAQKNYFNILDKIVQKVLDDHHNPRLIKDLLQDLSSTLCILIRGVGKSVLVGNINIWICRLETILAWQQQLQDLQMTKQVNNGLTLSDLPLHMLNNILYRFSDGWDIITLGQVTPTLYMLSEDRQLWKKLCQYHFAEKQFCRHLILSEKGHIEWKLMY.... The miRNA is rno-miR-20a-5p with sequence UAAAGUGCUUAUAGUGCAGGUAG. (6) The miRNA is hsa-miR-4755-3p with sequence AGCCAGGCUCUGAAGGGAAAGU. The protein sequence of the target gene is MALLAEHLLKPLPADKQIETGPFLEAVSHLPPFFDCLGSPVFTPIKADISGNITKIKAVYDTNPAKFRTLQNILEVEKEMYGAEWPKVGATLALMWLKRGLRFIQVFLQSICDGERDENHPNLIRVNATKAYEMALKKYHGWIVQKIFQAALYAAPYKSDFLKALSKGQNVTEEECLEKIRLFLVNYTATIDVIYEMYTQMNAELNYKV. Result: 1 (interaction). (7) The miRNA is hsa-miR-6850-3p with sequence CCCGGCCGGAACGCCGCACU. The protein sequence of the target gene is MARGCLCCLKYTMFLFNLIFWLCGCGLLGVGIWLSVSQGNFATFSPSFPSLSAANLVIAIGTIVMVTGFLGCLGAIKENKCLLLSFFIVLLIILLAELILIILFFVYMDKVNENAKQDLKEGLLLYNTENNVGLKNAWNIIQAEMRCCGVTDYTDWYPVLGENTVPDRCCMENSQGCGRNSTTPLWRTGCYEKVKLWFDDNKHVLGTVGMCILIMQILGMAFSMTLFQHIHRTGKKYDA. Result: 0 (no interaction). (8) The miRNA is hsa-miR-4263 with sequence AUUCUAAGUGCCUUGGCC. The protein sequence of the target gene is MGRSNSRSHSSRSKSRSQSSSRSRSRSHSRKKRYSSRSRSRTYSRSRSRDRMYSRDYRRDYRNNRGMRRPYGYRGRGRGYYQGGGGRYHRGGYRPVWNRRHSRSPRRGRSRSRSPKRRSVSSQRSRSRSRRSYRSSRSPRSSSSRSSSPYSKSPVSKRRGSQEKQTKKAEGEPQEESPLKSKSQEEPKDTFEHDPSESIDEFNKSSATSGDIWPGLSAYDNSPRSPHSPSPIATPPSQSSSCSDAPMLSTVHSAKNTPSQHSHSIQHSPERSGSGSVGNGSSRYSPSQNSPIHHIPSRRS.... Result: 0 (no interaction). (9) The miRNA is hsa-miR-1267 with sequence CCUGUUGAAGUGUAAUCCCCA. The protein sequence of the target gene is MAMDEYLWMVILGFIIAFILAFSVGANDVANSFGTAVGSGVVTLRQACILASIFETTGSVLLGAKVGETIRKGIIDVNLYNETVETLMAGEVSAMVGSAVWQLIASFLRLPISGTHCIVGSTIGFSLVAIGTKGVQWMELVKIVASWFISPLLSGFMSGLLFVLIRIFILKKEDPVPNGLRALPVFYAATIAINVFSIMYTGAPVLGLVLPMWAIALISFGVALLFAFFVWLFVCPWMRRKITGKLQKEGALSRVSDESLSKVQEAESPVFKELPGAKANDDSTIPLTGAAGETLGTSEG.... Result: 0 (no interaction). (10) The protein sequence of the target gene is MAGLTVRDPAVDRSLRSVFVGNIPYEATEEQLKDIFSEVGPVVSFRLVYDRETGKPKGYGFCEYQDQETALSAMRNLNGREFSGRALRVDNAASEKNKEELKSLGTGAPVIESPYGETISPEDAPESISKAVASLPPEQMFELMKQMKLCVQNSPQEARNMLLQNPQLAYALLQAQVVMRIVDPEIALKILHRQTNIPTLIAGNPQPVHGAGPGSGSNVSMNQQNPQAPQAQSLGGMHVNGAPPLMQASMQGGVPAPGQMPAAVTGPGPGSLAPGGGMQAQVGMPGSGPVSMERGQVPMQ.... The miRNA is hsa-miR-5572 with sequence GUUGGGGUGCAGGGGUCUGCU. Result: 1 (interaction).